From a dataset of Catalyst prediction with 721,799 reactions and 888 catalyst types from USPTO. Predict which catalyst facilitates the given reaction. (1) Reactant: C([O-])([O-])=O.[Cs+].[Cs+].[CH3:7]I.[Br:9][C:10]1[CH:11]=[N:12][N:13](C)[C:14]=1[C:15]1[CH:20]=[CH:19][C:18]([Cl:21])=[CH:17][CH:16]=1. Product: [Br:9][C:10]1[C:14]([C:15]2[CH:20]=[CH:19][C:18]([Cl:21])=[CH:17][CH:16]=2)=[N:13][N:12]([CH3:7])[CH:11]=1. The catalyst class is: 3. (2) Reactant: [CH2:1]([N:4]1[C:9]2[C:10]3[CH:16]=[C:15]([CH2:17][N:18]4[CH2:23][CH2:22][O:21][CH2:20][CH2:19]4)[N:14]([S:24]([C:27]4[CH:32]=[CH:31][CH:30]=[CH:29][CH:28]=4)(=[O:26])=[O:25])[C:11]=3[N:12]=[CH:13][C:8]=2[CH2:7][N:6]([C:33]2[C:38]([F:39])=[C:37]([O:40][CH3:41])[CH:36]=[C:35]([O:42][CH3:43])[C:34]=2[F:44])[C:5]1=[O:45])[CH:2]=[CH2:3]. Product: [F:44][C:34]1[C:35]([O:42][CH3:43])=[CH:36][C:37]([O:40][CH3:41])=[C:38]([F:39])[C:33]=1[N:6]1[CH2:7][C:8]2[CH:13]=[N:12][C:11]3[N:14]([S:24]([C:27]4[CH:28]=[CH:29][CH:30]=[CH:31][CH:32]=4)(=[O:26])=[O:25])[C:15]([CH2:17][N:18]4[CH2:19][CH2:20][O:21][CH2:22][CH2:23]4)=[CH:16][C:10]=3[C:9]=2[N:4]([CH2:1][CH2:2][CH3:3])[C:5]1=[O:45]. The catalyst class is: 293. (3) Reactant: [Br:1][C:2]1[CH:7]=[CH:6][C:5]([N:8]([CH2:13][C:14]([O:16]C(C)(C)C)=[O:15])[S:9]([CH3:12])(=[O:11])=[O:10])=[CH:4][CH:3]=1. Product: [Br:1][C:2]1[CH:3]=[CH:4][C:5]([N:8]([CH2:13][C:14]([OH:16])=[O:15])[S:9]([CH3:12])(=[O:10])=[O:11])=[CH:6][CH:7]=1. The catalyst class is: 11.